The task is: Predict the reactants needed to synthesize the given product.. This data is from Full USPTO retrosynthesis dataset with 1.9M reactions from patents (1976-2016). Given the product [CH3:1][S:2]([O:5][C:6]1[C:14]([O:15][CH3:16])=[CH:13][C:12]([C:17]2[N:18]([C:28]([O:30][C:31]([CH3:33])([CH3:32])[CH3:34])=[O:29])[C:19]3[C:24]([CH:25]=2)=[CH:23][C:22]([CH2:26][NH:37][CH2:38][C:39]2[CH:44]=[CH:43][CH:42]=[CH:41][CH:40]=2)=[CH:21][CH:20]=3)=[C:11]2[C:7]=1[CH2:8][NH:9][C:10]2=[O:35])(=[O:4])=[O:3].[CH3:1][S:2]([O:5][C:6]1[C:14]([O:15][CH3:16])=[CH:13][C:12]([C:17]2[N:18]([C:28]([O:30][C:31]([CH3:32])([CH3:33])[CH3:34])=[O:29])[C:19]3[C:24]([CH:25]=2)=[CH:23][C:22]([CH2:26][N:37]([CH2:38][C:39]2[CH:44]=[CH:43][CH:42]=[CH:41][CH:40]=2)[CH3:36])=[CH:21][CH:20]=3)=[C:11]2[C:7]=1[CH2:8][NH:9][C:10]2=[O:35])(=[O:3])=[O:4], predict the reactants needed to synthesize it. The reactants are: [CH3:1][S:2]([O:5][C:6]1[C:14]([O:15][CH3:16])=[CH:13][C:12]([C:17]2[N:18]([C:28]([O:30][C:31]([CH3:34])([CH3:33])[CH3:32])=[O:29])[C:19]3[C:24]([CH:25]=2)=[CH:23][C:22]([CH:26]=O)=[CH:21][CH:20]=3)=[C:11]2[C:7]=1[CH2:8][NH:9][C:10]2=[O:35])(=[O:4])=[O:3].[CH3:36][NH:37][CH2:38][C:39]1[CH:44]=[CH:43][CH:42]=[CH:41][CH:40]=1.C(O)(=O)C.C(O[BH-](OC(=O)C)OC(=O)C)(=O)C.[Na+].